Task: Predict the reaction yield, written as a fraction of the theoretical maximum amount of product (1.0 means a 100% yield; for example, 0.34 means a 34% yield).. Dataset: Reaction yield outcomes from USPTO patents with 853,638 reactions The reactants are [OH:1][C@H:2]([CH3:11])[CH2:3][CH2:4][CH2:5][C:6]([O:8][CH2:9][CH3:10])=[O:7].N1C=CN=C1.[Si:17](Cl)([C:20]([CH3:23])([CH3:22])[CH3:21])([CH3:19])[CH3:18]. The catalyst is CN(C=O)C. The product is [Si:17]([O:1][C@H:2]([CH3:11])[CH2:3][CH2:4][CH2:5][C:6]([O:8][CH2:9][CH3:10])=[O:7])([C:20]([CH3:23])([CH3:22])[CH3:21])([CH3:19])[CH3:18]. The yield is 0.880.